This data is from Peptide-MHC class I binding affinity with 185,985 pairs from IEDB/IMGT. The task is: Regression. Given a peptide amino acid sequence and an MHC pseudo amino acid sequence, predict their binding affinity value. This is MHC class I binding data. (1) The peptide sequence is LVTSFLLMIV. The MHC is HLA-A02:03 with pseudo-sequence HLA-A02:03. The binding affinity (normalized) is 0.769. (2) The peptide sequence is LMLATGMKNV. The MHC is HLA-A24:02 with pseudo-sequence HLA-A24:02. The binding affinity (normalized) is 0. (3) The peptide sequence is GEVDSFSLGL. The MHC is HLA-B40:01 with pseudo-sequence HLA-B40:01. The binding affinity (normalized) is 0.930. (4) The peptide sequence is PTKCGENLY. The MHC is HLA-B08:01 with pseudo-sequence HLA-B08:01. The binding affinity (normalized) is 0.0847. (5) The peptide sequence is AFEDLRVSSFI. The MHC is HLA-A01:01 with pseudo-sequence HLA-A01:01. The binding affinity (normalized) is 0. (6) The peptide sequence is EHNGGDDPL. The MHC is HLA-B57:01 with pseudo-sequence HLA-B57:01. The binding affinity (normalized) is 0.213.